From a dataset of Catalyst prediction with 721,799 reactions and 888 catalyst types from USPTO. Predict which catalyst facilitates the given reaction. (1) Reactant: [Br:1][C:2]1[CH:7]=[CH:6][C:5]([OH:8])=[CH:4][C:3]=1[F:9].[CH3:10][O:11][C:12](=[O:21])[C:13]1[CH:18]=[CH:17][CH:16]=[C:15]([CH2:19]Br)[CH:14]=1.C(=O)([O-])[O-].[K+].[K+]. Product: [CH3:10][O:11][C:12](=[O:21])[C:13]1[CH:18]=[CH:17][CH:16]=[C:15]([CH2:19][O:8][C:5]2[CH:6]=[CH:7][C:2]([Br:1])=[C:3]([F:9])[CH:4]=2)[CH:14]=1. The catalyst class is: 21. (2) The catalyst class is: 372. Reactant: [Cl:1][C:2]1[CH:7]=[CH:6][C:5]([C:8]2[S:12][C:11]([CH3:13])=[C:10]([C:14]3[C:15](=[O:29])[CH:16]([CH:21](O)[CH:22]4[CH2:27][CH2:26][O:25][CH2:24][CH2:23]4)[CH2:17][C:18]=3[O:19]C)[CH:9]=2)=[CH:4][CH:3]=1.Cl. Product: [Cl:1][C:2]1[CH:3]=[CH:4][C:5]([C:8]2[S:12][C:11]([CH3:13])=[C:10]([CH:14]3[C:15](=[O:29])/[C:16](=[CH:21]/[CH:22]4[CH2:27][CH2:26][O:25][CH2:24][CH2:23]4)/[CH2:17][C:18]3=[O:19])[CH:9]=2)=[CH:6][CH:7]=1.